From a dataset of Catalyst prediction with 721,799 reactions and 888 catalyst types from USPTO. Predict which catalyst facilitates the given reaction. (1) Reactant: [CH2:1]([P:3]([O-:9])[O:4][CH2:5][CH2:6][CH2:7][CH3:8])[CH3:2].[O-]CC.[Na+].[CH2:14](Cl)[CH:15]=[CH2:16]. Product: [CH2:1]([P:3]([CH:14]=[CH:15][CH3:16])(=[O:9])[O:4][CH2:5][CH2:6][CH2:7][CH3:8])[CH3:2]. The catalyst class is: 8. (2) Reactant: FC(F)(F)C(O)=O.[Si:8]([O:25][CH2:26][CH2:27][C:28]1([F:41])[CH2:33][CH2:32][N:31](C(OC(C)(C)C)=O)[CH2:30][CH2:29]1)([C:21]([CH3:24])([CH3:23])[CH3:22])([C:15]1[CH:20]=[CH:19][CH:18]=[CH:17][CH:16]=1)[C:9]1[CH:14]=[CH:13][CH:12]=[CH:11][CH:10]=1.N. Product: [Si:8]([O:25][CH2:26][CH2:27][C:28]1([F:41])[CH2:29][CH2:30][NH:31][CH2:32][CH2:33]1)([C:21]([CH3:24])([CH3:22])[CH3:23])([C:15]1[CH:20]=[CH:19][CH:18]=[CH:17][CH:16]=1)[C:9]1[CH:14]=[CH:13][CH:12]=[CH:11][CH:10]=1. The catalyst class is: 4. (3) Reactant: C(O[CH:10]1[O:32][C@H:31]([CH2:33][O:34][C:35](=[O:42])[C:36]2[CH:41]=[CH:40][CH:39]=[CH:38][CH:37]=2)[C@@H:21]([O:22][C:23](=[O:30])[C:24]2[CH:29]=[CH:28][CH:27]=[CH:26][CH:25]=2)[C@@:11]1([CH3:43])[O:12][C:13](=[O:20])[C:14]1[CH:19]=[CH:18][CH:17]=[CH:16][CH:15]=1)(=O)C1C=CC=CC=1.[NH2:44][C:45]1[N:53]=[C:52]2[C:48]([NH:49][CH:50]=[N:51]2)=[C:47]([Cl:54])[N:46]=1.N12CCCC=C1CCCCN2.FC(F)(F)S(OC[Si](C)(C)C)(=O)=O. Product: [NH2:44][C:45]1[N:53]=[C:52]2[C:48]([N:49]=[CH:50][N:51]2[C@@H:10]2[O:32][C@H:31]([CH2:33][O:34][C:35](=[O:42])[C:36]3[CH:41]=[CH:40][CH:39]=[CH:38][CH:37]=3)[C@@H:21]([O:22][C:23](=[O:30])[C:24]3[CH:29]=[CH:28][CH:27]=[CH:26][CH:25]=3)[C@@:11]2([CH3:43])[O:12][C:13](=[O:20])[C:14]2[CH:15]=[CH:16][CH:17]=[CH:18][CH:19]=2)=[C:47]([Cl:54])[N:46]=1. The catalyst class is: 10. (4) Reactant: [Si:1]([O:18][C@H:19]1[CH2:24][CH2:23][C@@:22]([C@H:26]2[CH2:34][CH2:33][C@@:32]3([CH3:35])[C@@H:28]([CH2:29][CH2:30][C:31]43[O:39][CH2:38][CH2:37][O:36]4)[C@@H:27]2[OH:40])([CH3:25])[C@@H:21]([CH2:41][CH2:42][OH:43])[CH2:20]1)([C:14]([CH3:17])([CH3:16])[CH3:15])([C:8]1[CH:13]=[CH:12][CH:11]=[CH:10][CH:9]=1)[C:2]1[CH:7]=[CH:6][CH:5]=[CH:4][CH:3]=1.N1C=CN=C1.[CH3:49][C:50]([Si:53](Cl)([CH3:55])[CH3:54])([CH3:52])[CH3:51]. Product: [Si:53]([O:43][CH2:42][CH2:41][C@H:21]1[CH2:20][C@@H:19]([O:18][Si:1]([C:14]([CH3:16])([CH3:17])[CH3:15])([C:2]2[CH:7]=[CH:6][CH:5]=[CH:4][CH:3]=2)[C:8]2[CH:13]=[CH:12][CH:11]=[CH:10][CH:9]=2)[CH2:24][CH2:23][C@@:22]1([C@H:26]1[CH2:34][CH2:33][C@@:32]2([CH3:35])[C@@H:28]([CH2:29][CH2:30][C:31]32[O:36][CH2:37][CH2:38][O:39]3)[C@@H:27]1[OH:40])[CH3:25])([C:50]([CH3:52])([CH3:51])[CH3:49])([CH3:55])[CH3:54]. The catalyst class is: 215. (5) The catalyst class is: 2. Product: [NH2:24][C:22]1[CH2:21][O:20][CH2:19][C@:5]2([C:4]3[CH:3]=[C:2]([Br:1])[CH:15]=[C:14]([F:16])[C:13]=3[O:12][C:11]3[C:6]2=[CH:7][C:8]([OH:17])=[CH:9][CH:10]=3)[N:23]=1. Reactant: [Br:1][C:2]1[CH:15]=[C:14]([F:16])[C:13]2[O:12][C:11]3[C:6](=[CH:7][C:8]([O:17]C)=[CH:9][CH:10]=3)[C@:5]3([N:23]=[C:22]([NH2:24])[CH2:21][O:20][CH2:19]3)[C:4]=2[CH:3]=1.B(Br)(Br)Br. (6) Reactant: [C:1]([N:5]1[CH2:10][CH:9]=[C:8]([C:11]2[CH:12]=[C:13](Cl)[N:14]3[C:19]([CH:20]=2)=[C:18]([C:21]2[C:26]([Cl:27])=[CH:25][CH:24]=[CH:23][C:22]=2[Cl:28])[C:17](=[O:29])[CH:16]=[CH:15]3)[CH2:7][CH2:6]1)([CH3:4])([CH3:3])[CH3:2].[Cl:31][C:32]1[CH:37]=[CH:36][CH:35]=[CH:34][C:33]=1B(O)O.C(=O)([O-])[O-].[Na+].[Na+].Cl. The catalyst class is: 843. Product: [ClH:27].[C:1]([N:5]1[CH2:10][CH:9]=[C:8]([C:11]2[CH:12]=[C:13]([C:33]3[CH:34]=[CH:35][CH:36]=[CH:37][C:32]=3[Cl:31])[N:14]3[C:19]([CH:20]=2)=[C:18]([C:21]2[C:22]([Cl:28])=[CH:23][CH:24]=[CH:25][C:26]=2[Cl:27])[C:17](=[O:29])[CH:16]=[CH:15]3)[CH2:7][CH2:6]1)([CH3:2])([CH3:4])[CH3:3]. (7) Reactant: OP([O-])(O)=O.[K+].[I:7][C:8]1[C:9]2[O:16][C:15]([CH:17]=[O:18])=[CH:14][C:10]=2[CH:11]=[N:12][CH:13]=1.[O-:19]Cl=O.[Na+]. Product: [I:7][C:8]1[C:9]2[O:16][C:15]([C:17]([OH:19])=[O:18])=[CH:14][C:10]=2[CH:11]=[N:12][CH:13]=1. The catalyst class is: 374. (8) Reactant: [F:1][C:2]([F:27])([F:26])[C:3]1[CH:4]=[CH:5][C:6]([O:9][C:10]2[CH:11]=[C:12]([CH:16]=[C:17]3[CH2:22][CH2:21][CH:20]([C:23]([OH:25])=O)[CH2:19][CH2:18]3)[CH:13]=[CH:14][CH:15]=2)=[N:7][CH:8]=1.C(Cl)(=O)C(Cl)=O.Cl.[NH2:35][C:36]1[S:37][C:38]([Cl:41])=[CH:39][N:40]=1.C(N(CC)CC)C. The catalyst class is: 59. Product: [Cl:41][C:38]1[S:37][C:36]([NH:35][C:23]([CH:20]2[CH2:21][CH2:22][C:17](=[CH:16][C:12]3[CH:13]=[CH:14][CH:15]=[C:10]([O:9][C:6]4[CH:5]=[CH:4][C:3]([C:2]([F:27])([F:26])[F:1])=[CH:8][N:7]=4)[CH:11]=3)[CH2:18][CH2:19]2)=[O:25])=[N:40][CH:39]=1. (9) Reactant: [Si:1]([O:8][C@H:9]1[CH2:13][N:12]([C:14](=[O:42])[C:15]2[CH:20]=[CH:19][CH:18]=[C:17](/[C:21](/[C:28]3[CH:33]=[CH:32][CH:31]=[C:30]([F:34])[C:29]=3[C:35]3[CH:40]=[CH:39][CH:38]=[C:37]([CH3:41])[CH:36]=3)=[CH:22]/[CH2:23][CH2:24][CH2:25][O:26][CH3:27])[CH:16]=2)[CH2:11][C@H:10]1[NH:43][C:44](=[O:50])[O:45][C:46]([CH3:49])([CH3:48])[CH3:47])([C:4]([CH3:7])([CH3:6])[CH3:5])([CH3:3])[CH3:2]. Product: [Si:1]([O:8][C@H:9]1[CH2:13][N:12]([C:14](=[O:42])[C:15]2[CH:20]=[CH:19][CH:18]=[C:17]([CH:21]([C:28]3[CH:33]=[CH:32][CH:31]=[C:30]([F:34])[C:29]=3[C:35]3[CH:40]=[CH:39][CH:38]=[C:37]([CH3:41])[CH:36]=3)[CH2:22][CH2:23][CH2:24][CH2:25][O:26][CH3:27])[CH:16]=2)[CH2:11][C@H:10]1[NH:43][C:44](=[O:50])[O:45][C:46]([CH3:49])([CH3:48])[CH3:47])([C:4]([CH3:7])([CH3:6])[CH3:5])([CH3:3])[CH3:2]. The catalyst class is: 105.